This data is from Aqueous solubility values for 9,982 compounds from the AqSolDB database. The task is: Regression/Classification. Given a drug SMILES string, predict its absorption, distribution, metabolism, or excretion properties. Task type varies by dataset: regression for continuous measurements (e.g., permeability, clearance, half-life) or binary classification for categorical outcomes (e.g., BBB penetration, CYP inhibition). For this dataset (solubility_aqsoldb), we predict Y. (1) The molecule is O=C1CCC(=O)N1. The Y is 0.390 log mol/L. (2) The molecule is CCCCCCCCCCCCNc1nc(Cl)nc(Nc2ccc3c(O)c(N=Nc4ccc(N=Nc5ccc(S(=O)(=O)[O-])cc5)cc4)c(S(=O)(=O)[O-])cc3c2)n1.[Na+].[Na+]. The Y is -3.36 log mol/L. (3) The drug is CC(C)(C)C1CCC(CC2=C(O)C(=O)c3ccccc3C2=O)CC1. The Y is -7.04 log mol/L. (4) The compound is [F-].[Li+]. The Y is -1.29 log mol/L. (5) The drug is O=C([O-])c1ccc[n+](Cc2ccccc2)c1.[Cl-].[Na+]. The Y is 0.519 log mol/L. (6) The compound is O=c1oc2ccccc2c(O)c1C1CCCc2ccccc21. The Y is -4.86 log mol/L. (7) The drug is CC(=O)c1ccc2ccccc2c1. The Y is -2.80 log mol/L. (8) The compound is O=S(=O)([O-])CCNC1CCCCC1.[Na+]. The Y is -0.0784 log mol/L. (9) The molecule is CC(C)(C)CC(C)(C)c1ccc([O-])c(Sc2cc(C(C)(C)CC(C)(C)C)ccc2[O-])c1.CCCCN.[Ni+2]. The Y is -6.45 log mol/L.